This data is from Full USPTO retrosynthesis dataset with 1.9M reactions from patents (1976-2016). The task is: Predict the reactants needed to synthesize the given product. (1) Given the product [CH:19]12[CH2:21][CH:15]([CH2:16][NH:17][CH2:18]1)[CH2:14][N:13]([CH2:12][CH2:11][CH2:10][CH:9]([C:6]1[CH:5]=[CH:4][C:3]([C:1]#[N:2])=[CH:8][CH:7]=1)[O:29][C:30]1[CH:35]=[CH:34][C:33]([O:36][CH3:37])=[C:32]([O:38][CH3:39])[CH:31]=1)[CH2:20]2, predict the reactants needed to synthesize it. The reactants are: [C:1]([C:3]1[CH:8]=[CH:7][C:6]([CH:9]([O:29][C:30]2[CH:35]=[CH:34][C:33]([O:36][CH3:37])=[C:32]([O:38][CH3:39])[CH:31]=2)[CH2:10][CH2:11][CH2:12][N:13]2[CH2:20][CH:19]3[CH2:21][CH:15]([CH2:16][N:17](C(OC(C)(C)C)=O)[CH2:18]3)[CH2:14]2)=[CH:5][CH:4]=1)#[N:2].Cl.C([O-])([O-])=O.[K+].[K+].O. (2) The reactants are: [Cl:1][C:2]1[CH:7]=[CH:6][C:5]([N+:8]([O-])=O)=[CH:4][C:3]=1[C:11]1[O:12][C:13]2[CH:19]=[CH:18][CH:17]=[CH:16][C:14]=2[N:15]=1.Cl. Given the product [O:12]1[C:13]2[CH:19]=[CH:18][CH:17]=[CH:16][C:14]=2[N:15]=[C:11]1[C:3]1[CH:4]=[C:5]([NH2:8])[CH:6]=[CH:7][C:2]=1[Cl:1], predict the reactants needed to synthesize it. (3) Given the product [C:1]1([CH3:19])[CH:2]=[CH:3][C:4]([CH:7]2[O:11][CH:10]3[C:9]([C:17]([C:18]4[CH:30]=[CH:31][CH:26]=[CH:27][CH:28]=4)=[CH2:34])([O:23][C:20](=[O:21])[CH2:16][CH2:12]3)[CH2:8]2)=[CH:5][CH:6]=1, predict the reactants needed to synthesize it. The reactants are: [C:1]1([CH3:19])[CH:6]=[CH:5][C:4]([CH:7]2[O:11][CH:10]([CH:12]([CH3:16])C(O)=O)[C:9](=[C:17]=[CH2:18])[CH2:8]2)=[CH:3][CH:2]=1.[C:20]([O-:23])([O-])=[O:21].[K+].[K+].[C:26]1(I)[CH:31]=[CH:30]C=[CH:28][CH:27]=1.O.[CH3:34]N(C)C=O. (4) Given the product [CH:1]([C:4]1[CH:9]=[CH:8][C:7]([O:10][CH2:11][O:12][CH3:13])=[C:6]([O:14][CH3:15])[CH:5]=1)([CH3:3])[CH3:2], predict the reactants needed to synthesize it. The reactants are: [C:1]([C:4]1[CH:9]=[CH:8][C:7]([O:10][CH2:11][O:12][CH3:13])=[C:6]([O:14][CH3:15])[CH:5]=1)([CH3:3])=[CH2:2]. (5) Given the product [CH3:20][O:19][C:17]([NH:2][CH2:3][CH2:4][CH2:5][CH2:6][C:7]([OH:9])=[O:8])=[O:18], predict the reactants needed to synthesize it. The reactants are: Cl.[NH2:2][CH2:3][CH2:4][CH2:5][CH2:6][C:7]([OH:9])=[O:8].C(=O)([O-])[O-].[K+].[K+].Cl[C:17]([O:19][CH2:20]C)=[O:18].Cl. (6) Given the product [CH2:26]([O:25][C:7]1[CH:8]=[CH:9][C:10]2[C:11]3[N:12]([CH2:13][CH2:14][CH2:15][CH2:16][NH:17][C:18](=[O:24])[O:19][C:20]([CH3:23])([CH3:22])[CH3:21])[C:34]([CH2:33][O:35][CH2:36][CH3:37])=[N:1][C:2]=3[CH:3]=[N:4][C:5]=2[CH:6]=1)[C:27]1[CH:28]=[CH:29][CH:30]=[CH:31][CH:32]=1, predict the reactants needed to synthesize it. The reactants are: [NH2:1][C:2]1[CH:3]=[N:4][C:5]2[C:10]([C:11]=1[NH:12][CH2:13][CH2:14][CH2:15][CH2:16][NH:17][C:18](=[O:24])[O:19][C:20]([CH3:23])([CH3:22])[CH3:21])=[CH:9][CH:8]=[C:7]([O:25][CH2:26][C:27]1[CH:32]=[CH:31][CH:30]=[CH:29][CH:28]=1)[CH:6]=2.[CH2:33]([O:35][CH2:36][C:37](Cl)=O)[CH3:34].C(N(CC)CC)C.